This data is from Full USPTO retrosynthesis dataset with 1.9M reactions from patents (1976-2016). The task is: Predict the reactants needed to synthesize the given product. The reactants are: I[C:2]1[CH:8]=[CH:7][CH:6]=[CH:5][C:3]=1[NH2:4].[CH3:9][Si:10]([CH3:17])([CH3:16])[C:11]#[C:12][CH2:13][CH2:14][CH3:15].[Cl-].[Li+].C(=O)([O-])[O-].[Na+].[Na+]. Given the product [CH2:13]([C:12]1[C:2]2[C:3](=[CH:5][CH:6]=[CH:7][CH:8]=2)[NH:4][C:11]=1[Si:10]([CH3:17])([CH3:16])[CH3:9])[CH2:14][CH3:15], predict the reactants needed to synthesize it.